This data is from Reaction yield outcomes from USPTO patents with 853,638 reactions. The task is: Predict the reaction yield, written as a fraction of the theoretical maximum amount of product (1.0 means a 100% yield; for example, 0.34 means a 34% yield). (1) The yield is 0.820. The reactants are [CH3:1][O:2][C:3]1[CH:4]=[C:5]([CH:9]=[CH:10][C:11]=1[O:12][CH2:13][C:14]1[CH:19]=[CH:18][CH:17]=[CH:16][CH:15]=1)[C:6](O)=[O:7].S(Cl)([Cl:22])=O. No catalyst specified. The product is [CH3:1][O:2][C:3]1[CH:4]=[C:5]([CH:9]=[CH:10][C:11]=1[O:12][CH2:13][C:14]1[CH:19]=[CH:18][CH:17]=[CH:16][CH:15]=1)[C:6]([Cl:22])=[O:7]. (2) The product is [Br:21][C:22]1[CH:27]=[CH:26][C:25]([CH2:28][C:29]([NH:14][C:13]2[CH:15]=[CH:16][C:10]([CH2:9][N:6]3[CH2:7][CH2:8][N:3]([CH2:1][CH3:2])[CH2:4][CH2:5]3)=[C:11]([C:17]([F:20])([F:18])[F:19])[CH:12]=2)=[O:30])=[C:24]([F:32])[CH:23]=1. The yield is 0.960. The reactants are [CH2:1]([N:3]1[CH2:8][CH2:7][N:6]([CH2:9][C:10]2[CH:16]=[CH:15][C:13]([NH2:14])=[CH:12][C:11]=2[C:17]([F:20])([F:19])[F:18])[CH2:5][CH2:4]1)[CH3:2].[Br:21][C:22]1[CH:27]=[CH:26][C:25]([CH2:28][C:29](O)=[O:30])=[C:24]([F:32])[CH:23]=1.C1C=CC2N(O)N=NC=2C=1.C(Cl)CCl.CCN(CC)CC. The catalyst is C(Cl)Cl.